Dataset: Full USPTO retrosynthesis dataset with 1.9M reactions from patents (1976-2016). Task: Predict the reactants needed to synthesize the given product. (1) Given the product [C:1]([O:5][C:6]([C:8]1[C:9]([C:23]2[CH:28]=[CH:27][C:26]([C:29]3([C:32]([O:34][CH2:35][CH3:36])=[O:33])[CH2:30][CH2:31]3)=[CH:25][CH:24]=2)=[CH:10][CH:11]=[C:12]([C:38]2[S:39][CH:40]=[CH:41][C:42]=2[C:43](=[O:44])[NH2:45])[CH:13]=1)=[O:7])([CH3:3])([CH3:4])[CH3:2], predict the reactants needed to synthesize it. The reactants are: [C:1]([O:5][C:6]([C:8]1[C:9]([C:23]2[CH:28]=[CH:27][C:26]([C:29]3([C:32]([O:34][CH2:35][CH3:36])=[O:33])[CH2:31][CH2:30]3)=[CH:25][CH:24]=2)=[CH:10][CH:11]=[C:12](B2OC(C)(C)C(C)(C)O2)[CH:13]=1)=[O:7])([CH3:4])([CH3:3])[CH3:2].Br[C:38]1[S:39][CH:40]=[CH:41][C:42]=1[C:43]([NH2:45])=[O:44].C(=O)([O-])[O-].[Na+].[Na+].O. (2) Given the product [OH:16][C@H:13]1[CH2:14][C:15]2[C:6]([NH:5][C:3](=[O:4])[CH2:2][NH:24][C:23]3[CH:25]=[CH:26][C:20]([O:19][C:18]([F:17])([F:27])[F:28])=[CH:21][CH:22]=3)=[CH:7][CH:8]=[CH:9][C:10]=2[CH2:11][CH2:12]1, predict the reactants needed to synthesize it. The reactants are: Br[CH2:2][C:3]([NH:5][C:6]1[C:15]2[CH2:14][C@H:13]([OH:16])[CH2:12][CH2:11][C:10]=2[CH:9]=[CH:8][CH:7]=1)=[O:4].[F:17][C:18]([F:28])([F:27])[O:19][C:20]1[CH:26]=[CH:25][C:23]([NH2:24])=[CH:22][CH:21]=1.C(N(CC)CC)C.